Dataset: Full USPTO retrosynthesis dataset with 1.9M reactions from patents (1976-2016). Task: Predict the reactants needed to synthesize the given product. (1) Given the product [CH:13]1([C:16]2[NH:20][C:19]3[CH:28]=[C:29]([C:39]4[C:40]([CH3:45])=[N:41][O:42][C:43]=4[CH3:44])[CH:30]=[C:31]([C:32]([C:2]4[N:7]=[CH:6][CH:5]=[CH:4][N:3]=4)([CH:34]4[CH2:38][CH2:37][CH2:36][O:35]4)[OH:33])[C:18]=3[N:17]=2)[CH2:15][CH2:14]1, predict the reactants needed to synthesize it. The reactants are: Br[C:2]1[N:7]=[CH:6][CH:5]=[CH:4][N:3]=1.[Li]CCCC.[CH:13]1([C:16]2[N:20](C(OC(C)(C)C)=O)[C:19]3[CH:28]=[C:29]([C:39]4[C:40]([CH3:45])=[N:41][O:42][C:43]=4[CH3:44])[CH:30]=[C:31]([C:32]([CH:34]4[CH2:38][CH2:37][CH2:36][O:35]4)=[O:33])[C:18]=3[N:17]=2)[CH2:15][CH2:14]1. (2) Given the product [CH2:25]([O:24][C:22]([C:6]1[NH:7][C:8]2=[CH:9][N:10]=[CH:11][CH:12]=[C:13]2[CH:14]=1)=[O:23])[CH3:26], predict the reactants needed to synthesize it. The reactants are: C(O[C:6](=O)[NH:7][C:8]1[CH:9]=[N:10][CH:11]=[CH:12][C:13]=1[CH3:14])(C)(C)C.C([Li])(C)(C)C.[C:22]([O:24][CH2:25][CH3:26])(=[O:23])[C:22]([O:24][CH2:25][CH3:26])=[O:23].Cl. (3) Given the product [NH2:27][CH2:26][C:25]([N:22]1[CH2:21][CH2:20][N:19]([C:17]2[CH:16]=[CH:15][N:14]=[C:13]3[NH:12][CH:11]=[C:10]([NH:9][C:1](=[O:8])[C:2]4[CH:7]=[CH:6][CH:5]=[N:4][CH:3]=4)[C:18]=23)[CH2:24][CH2:23]1)=[O:35], predict the reactants needed to synthesize it. The reactants are: [C:1]([NH:9][C:10]1[C:18]2[C:13](=[N:14][CH:15]=[CH:16][C:17]=2[N:19]2[CH2:24][CH2:23][N:22]([C:25](=[O:35])[CH2:26][NH:27]C(=O)OC(C)(C)C)[CH2:21][CH2:20]2)[NH:12][CH:11]=1)(=[O:8])[C:2]1[CH:7]=[CH:6][CH:5]=[N:4][CH:3]=1.C(O)(C(F)(F)F)=O. (4) Given the product [Si:5]([O:12][CH:13]1[CH:17]2[C@@H:16]([O:18]2)[C:15](=[O:1])[CH2:14]1)([C:8]([CH3:11])([CH3:10])[CH3:9])([CH3:7])[CH3:6], predict the reactants needed to synthesize it. The reactants are: [OH:1]O.[OH-].[Na+].[Si:5]([O:12][C@@H:13]1[CH2:17][C:16](=[O:18])[CH:15]=[CH:14]1)([C:8]([CH3:11])([CH3:10])[CH3:9])([CH3:7])[CH3:6]. (5) Given the product [Br:8][C:9]1[CH:14]=[CH:13][CH:12]=[C:11]([CH2:15][CH2:17][CH:18]([CH3:20])[CH3:19])[N:10]=1, predict the reactants needed to synthesize it. The reactants are: C(NC(C)C)(C)C.[Br:8][C:9]1[CH:14]=[CH:13][CH:12]=[C:11]([CH3:15])[N:10]=1.Br[CH2:17][CH:18]([CH3:20])[CH3:19].O. (6) Given the product [Cl:19][C:14]1[CH:13]=[C:12]([N:11]2[C:10](=[O:20])[C:9]3[C:4](=[CH:5][CH:6]=[CH:7][CH:8]=3)[N:3]=[C:2]2[CH:1]=[CH:24][C:23]2[CH:26]=[CH:27][CH:28]=[C:29]([O:30][CH3:31])[C:22]=2[OH:21])[CH:17]=[CH:16][C:15]=1[Cl:18], predict the reactants needed to synthesize it. The reactants are: [CH3:1][C:2]1[N:11]([C:12]2[CH:17]=[CH:16][C:15]([Cl:18])=[C:14]([Cl:19])[CH:13]=2)[C:10](=[O:20])[C:9]2[C:4](=[CH:5][CH:6]=[CH:7][CH:8]=2)[N:3]=1.[OH:21][C:22]1[C:29]([O:30][CH3:31])=[CH:28][CH:27]=[CH:26][C:23]=1[CH:24]=O.CC([O-])=O.[Na+].